Dataset: Reaction yield outcomes from USPTO patents with 853,638 reactions. Task: Predict the reaction yield, written as a fraction of the theoretical maximum amount of product (1.0 means a 100% yield; for example, 0.34 means a 34% yield). (1) The reactants are Cl.[C:2]([O:6][CH2:7][C@@H:8]([C:10]([N:12]1[CH2:16][CH2:15][CH2:14][C@H:13]1[C:17]#[N:18])=[O:11])[NH2:9])([CH3:5])([CH3:4])[CH3:3].[C:19](=O)([O:27]C1C=CC([N+]([O-])=O)=CC=1)[O:20][CH:21]([O:23][C:24](=[O:26])[CH3:25])[CH3:22].C(N(CC)CC)C. The catalyst is ClCCl. The product is [C:24]([O:23][CH:21]([O:20][C:19]([NH:9][C@H:8]([C:10]([N:12]1[CH2:16][CH2:15][CH2:14][C@H:13]1[C:17]#[N:18])=[O:11])[CH2:7][O:6][C:2]([CH3:5])([CH3:3])[CH3:4])=[O:27])[CH3:22])(=[O:26])[CH3:25]. The yield is 0.350. (2) The reactants are [O:1]=[C:2]1[C:11]2[C:10]([C:12]([F:15])([F:14])[F:13])=[CH:9][CH:8]=[CH:7][C:6]=2[C@H]2CN(C(OC(C)(C)C)=O)[CH2:18][C@H:4]2[NH:3]1.Cl.O1CCO[CH2:29][CH2:28]1. The catalyst is C(OCC)C. The product is [CH2:28]([N:3]([CH2:4][CH3:18])[C:2](=[O:1])[C:11]1[CH:6]=[CH:7][CH:8]=[CH:9][C:10]=1[C:12]([F:13])([F:14])[F:15])[CH3:29]. The yield is 0.850. (3) The reactants are Br[C:2]1[CH:23]=[CH:22][C:5]2[C:6]3[N:10]([CH2:11][CH2:12][O:13][C:4]=2[CH:3]=1)[CH:9]=[C:8]([C:14]1[N:15]([CH:19]([CH3:21])[CH3:20])[N:16]=[CH:17][N:18]=1)[N:7]=3.[B:24]1([B:24]2[O:29][CH2:28][C:27]([CH3:31])([CH3:30])[CH2:26][O:25]2)[O:29][CH2:28][C:27]([CH3:31])([CH3:30])[CH2:26][O:25]1.C([O-])(=O)C.[K+].O1CCOCC1. The product is [CH3:30][C:27]1([CH3:31])[CH2:28][O:29][B:24]([C:2]2[CH:23]=[CH:22][C:5]3[C:6]4[N:10]([CH2:11][CH2:12][O:13][C:4]=3[CH:3]=2)[CH:9]=[C:8]([C:14]2[N:15]([CH:19]([CH3:21])[CH3:20])[N:16]=[CH:17][N:18]=2)[N:7]=4)[O:25][CH2:26]1. The catalyst is C(Cl)Cl. The yield is 0.920. (4) The reactants are [CH:1]([C:4]1[CH:9]=[CH:8][CH:7]=[C:6]([CH:10]([CH3:12])[CH3:11])[C:5]=1[N:13]1[CH2:17][C:16](=[NH:18])[N:15]([C:19]2[C:24]([CH:25]([CH3:27])[CH3:26])=[CH:23][CH:22]=[CH:21][C:20]=2[CH:28]([CH3:30])[CH3:29])[CH2:14]1)([CH3:3])[CH3:2].[Cl-:31].[Cl-].[Cl-].[CH:34]1([Ti+3:39])[CH:38]=[CH:37][CH:36]=[CH:35]1.C(N(CC)CC)C. The catalyst is C1(C)C=CC=CC=1. The product is [Cl-:31].[Cl-:31].[CH:34]1([Ti+2:39])[CH:38]=[CH:37][CH:36]=[CH:35]1.[CH:1]([C:4]1[CH:9]=[CH:8][CH:7]=[C:6]([CH:10]([CH3:12])[CH3:11])[C:5]=1[N:13]1[CH2:17][C:16](=[NH:18])[N:15]([C:19]2[C:20]([CH:28]([CH3:30])[CH3:29])=[CH:21][CH:22]=[CH:23][C:24]=2[CH:25]([CH3:27])[CH3:26])[CH2:14]1)([CH3:3])[CH3:2]. The yield is 0.460. (5) The reactants are [H-].[Na+].[CH:3]([CH:6]1[CH2:11][CH2:10][C:9](=[O:12])[CH2:8][CH2:7]1)([CH3:5])[CH3:4].[CH:13](OCC)=[O:14].C(O)C. The catalyst is CCOCC. The product is [CH:13]([CH:8]1[CH2:7][CH:6]([CH:3]([CH3:5])[CH3:4])[CH2:11][CH2:10][C:9]1=[O:12])=[O:14]. The yield is 0.880. (6) The reactants are [F:1][C:2]1[CH:3]=[C:4]([CH:16]=[CH:17][C:18]=1[F:19])[O:5][C:6]1[N:11]=[CH:10][C:9]([C:12](=O)[CH3:13])=[CH:8][C:7]=1[CH3:15].[CH3:20][C:21]([S@:24]([NH2:26])=[O:25])([CH3:23])[CH3:22]. No catalyst specified. The product is [F:1][C:2]1[CH:3]=[C:4]([CH:16]=[CH:17][C:18]=1[F:19])[O:5][C:6]1[N:11]=[CH:10][C:9]([CH:12]([NH:26][S@@:24]([C:21]([CH3:23])([CH3:22])[CH3:20])=[O:25])[CH3:13])=[CH:8][C:7]=1[CH3:15]. The yield is 0.730. (7) The catalyst is CO.C(OCC)(=O)C. The product is [Cl:1][C:2]1[CH:10]=[C:9]2[C:5]([C:6]([C:11]([OH:13])=[O:12])=[CH:7][NH:8]2)=[CH:4][C:3]=1[C:15]1[CH:20]=[CH:19][C:18]([O:21][CH3:22])=[CH:17][C:16]=1[F:23]. The reactants are [Cl:1][C:2]1[CH:10]=[C:9]2[C:5]([C:6]([C:11]([O:13]C)=[O:12])=[CH:7][NH:8]2)=[CH:4][C:3]=1[C:15]1[CH:20]=[CH:19][C:18]([O:21][CH3:22])=[CH:17][C:16]=1[F:23].[OH-].[Na+].Cl.C(Cl)Cl. The yield is 0.270.